From a dataset of Forward reaction prediction with 1.9M reactions from USPTO patents (1976-2016). Predict the product of the given reaction. (1) Given the reactants [CH3:1][O:2][C:3]([C:5]1[N:6]=[CH:7][C:8]2[C:13]([C:14]=1[OH:15])=[CH:12][CH:11]=[C:10](Br)[CH:9]=2)=[O:4].CC1(C)C2C(=C(P(C3C=CC=CC=3)C3C=CC=CC=3)C=CC=2)OC2C(P(C3C=CC=CC=3)C3C=CC=CC=3)=CC=CC1=2.C([O-])([O-])=O.[Cs+].[Cs+].[NH2:65][C:66]1[CH:71]=[CH:70][CH:69]=[CH:68][CH:67]=1, predict the reaction product. The product is: [OH:15][C:14]1[C:13]2[C:8](=[CH:9][C:10]([NH:65][C:66]3[CH:71]=[CH:70][CH:69]=[CH:68][CH:67]=3)=[CH:11][CH:12]=2)[CH:7]=[N:6][C:5]=1[C:3]([O:2][CH3:1])=[O:4]. (2) Given the reactants [C:1](Cl)(=[O:5])[C:2](Cl)=[O:3].[C:7]1([CH2:13][CH2:14][OH:15])[CH:12]=[CH:11][CH:10]=[CH:9][CH:8]=1.CC[O:18][CH2:19][CH3:20], predict the reaction product. The product is: [C:7]1([CH2:13][CH2:14][O:15][C:1](=[O:5])[C:2]([O:18][CH2:19][CH2:20][C:7]2[CH:12]=[CH:11][CH:10]=[CH:9][CH:8]=2)=[O:3])[CH:12]=[CH:11][CH:10]=[CH:9][CH:8]=1. (3) Given the reactants [F:1][C:2]1[C:10]([C:11]([OH:13])=O)=[C:9]2[C:5]([CH:6]=[CH:7][NH:8]2)=[CH:4][CH:3]=1.[C:14]([C:18]1[CH:34]=[CH:33][C:21]([CH2:22][NH:23][CH2:24][CH2:25][C:26]2[CH:31]=[CH:30][C:29]([Cl:32])=[CH:28][CH:27]=2)=[CH:20][CH:19]=1)([CH3:17])([CH3:16])[CH3:15].C(Cl)Cl.CCN=C=NCCCN(C)C.Cl, predict the reaction product. The product is: [C:14]([C:18]1[CH:34]=[CH:33][C:21]([CH2:22][N:23]([CH2:24][CH2:25][C:26]2[CH:31]=[CH:30][C:29]([Cl:32])=[CH:28][CH:27]=2)[C:11]([C:10]2[C:2]([F:1])=[CH:3][CH:4]=[C:5]3[C:9]=2[NH:8][CH:7]=[CH:6]3)=[O:13])=[CH:20][CH:19]=1)([CH3:17])([CH3:15])[CH3:16]. (4) The product is: [Cl:13][C:14]1[CH:15]=[CH:16][C:17]([C:20]2[N:21]=[C:22]([C:25]([C:7]3[CH:12]=[CH:11][CH:10]=[CH:9][N:8]=3)=[O:26])[S:23][CH:24]=2)=[CH:18][CH:19]=1. Given the reactants C([Mg]Cl)(C)C.Br[C:7]1[CH:12]=[CH:11][CH:10]=[CH:9][N:8]=1.[Cl:13][C:14]1[CH:19]=[CH:18][C:17]([C:20]2[N:21]=[C:22]([C:25](N(OC)C)=[O:26])[S:23][CH:24]=2)=[CH:16][CH:15]=1, predict the reaction product. (5) Given the reactants [CH2:1]([C:3]1[CH:8]=[CH:7][CH:6]=[CH:5][C:4]=1[OH:9])[CH3:2].[Br-:10].[Br-].[Br-].C([N+](CCCC)(CCCC)CCCC)CCC.C([N+](CCCC)(CCCC)CCCC)CCC.C([N+](CCCC)(CCCC)CCCC)CCC.S([O-])([O-])(=O)=S.[Na+].[Na+], predict the reaction product. The product is: [Br:10][C:7]1[CH:6]=[CH:5][C:4]([OH:9])=[C:3]([CH2:1][CH3:2])[CH:8]=1. (6) Given the reactants O[CH2:2][C:3]1[CH:18]=[CH:17][C:6]2[S:7][CH:8]=[C:9]([C:10]3[CH:15]=[CH:14][CH:13]=[CH:12][C:11]=3[CH3:16])[C:5]=2[CH:4]=1.P(Br)(Br)[Br:20].C([O-])(O)=O.[Na+], predict the reaction product. The product is: [Br:20][CH2:2][C:3]1[CH:18]=[CH:17][C:6]2[S:7][CH:8]=[C:9]([C:10]3[CH:15]=[CH:14][CH:13]=[CH:12][C:11]=3[CH3:16])[C:5]=2[CH:4]=1. (7) Given the reactants [CH:1]1([C:6]2[CH:7]=[C:8]([C:18]([OH:20])=O)[CH:9]=[N:10][C:11]=2[O:12][CH2:13][C:14]([F:17])([F:16])[F:15])[CH2:5][CH2:4][CH2:3][CH2:2]1.[NH2:21][N:22]1[CH2:26][CH2:25][CH2:24][C:23]1=[O:27], predict the reaction product. The product is: [CH:1]1([C:6]2[CH:7]=[C:8]([C:18]([NH:21][N:22]3[CH2:26][CH2:25][CH2:24][C:23]3=[O:27])=[O:20])[CH:9]=[N:10][C:11]=2[O:12][CH2:13][C:14]([F:15])([F:16])[F:17])[CH2:2][CH2:3][CH2:4][CH2:5]1. (8) Given the reactants [CH2:1]([NH:6][C:7](=[O:17])[C:8]1[CH:13]=[CH:12][C:11]([N+:14]([O-])=O)=[CH:10][CH:9]=1)[CH2:2][CH:3]([CH3:5])[CH3:4].[H][H], predict the reaction product. The product is: [NH2:14][C:11]1[CH:10]=[CH:9][C:8]([C:7]([NH:6][CH2:1][CH2:2][CH:3]([CH3:4])[CH3:5])=[O:17])=[CH:13][CH:12]=1. (9) Given the reactants [Si]([O:8][CH2:9][CH2:10][O:11][C:12]1[CH:17]=[CH:16][C:15]([C:18]23[N:30]([C:31]([C:33]4[C:34]([CH3:38])=[N:35][O:36][CH:37]=4)=[O:32])[CH2:29][CH2:28][N:19]2[C:20](=[O:27])[C:21]2[N:22]([CH:24]=[CH:25][CH:26]=2)[CH2:23]3)=[CH:14][CH:13]=1)(C(C)(C)C)(C)C.C(O)(=O)C.C1COCC1.O, predict the reaction product. The product is: [OH:8][CH2:9][CH2:10][O:11][C:12]1[CH:13]=[CH:14][C:15]([C:18]23[N:30]([C:31]([C:33]4[C:34]([CH3:38])=[N:35][O:36][CH:37]=4)=[O:32])[CH2:29][CH2:28][N:19]2[C:20](=[O:27])[C:21]2[N:22]([CH:24]=[CH:25][CH:26]=2)[CH2:23]3)=[CH:16][CH:17]=1.